From a dataset of Forward reaction prediction with 1.9M reactions from USPTO patents (1976-2016). Predict the product of the given reaction. (1) Given the reactants [CH3:1][C:2]1[CH:7]=[CH:6][C:5]([C:8]2[N:12]=[C:11]([CH2:13][CH2:14][C:15](=[O:17])[CH3:16])[O:10][N:9]=2)=[CH:4][C:3]=1[NH:18][C:19]([C:21]1[N:25]2[CH:26]=[CH:27][CH:28]=[CH:29][C:24]2=[N:23][CH:22]=1)=[O:20].CCCC[N+](CCCC)(CCCC)CCCC.[F-].[F:48][C:49]([Si](C)(C)C)([F:51])[F:50], predict the reaction product. The product is: [CH3:1][C:2]1[CH:7]=[CH:6][C:5]([C:8]2[N:12]=[C:11]([CH2:13][CH2:14][C:15]([OH:17])([CH3:16])[C:49]([F:51])([F:50])[F:48])[O:10][N:9]=2)=[CH:4][C:3]=1[NH:18][C:19]([C:21]1[N:25]2[CH:26]=[CH:27][CH:28]=[CH:29][C:24]2=[N:23][CH:22]=1)=[O:20]. (2) Given the reactants [Cl:1][C:2]1[C:10]2[C:5](=[CH:6][CH:7]=[C:8]([CH:11]=O)[CH:9]=2)[N:4]([CH2:13][C:14]2[CH:19]=[CH:18][C:17]([Cl:20])=[CH:16][C:15]=2[C:21]([F:24])([F:23])[F:22])[N:3]=1.[C:25]([O:29][C:30]([N:32]1[CH2:37][CH2:36][N:35]([C:38]2[S:39][CH2:40][C:41](=[O:43])[N:42]=2)[CH2:34][C@@H:33]1[CH2:44][OH:45])=[O:31])([CH3:28])([CH3:27])[CH3:26], predict the reaction product. The product is: [C:25]([O:29][C:30]([N:32]1[CH2:37][CH2:36][N:35]([C:38]2[S:39][C:40](=[CH:11][C:8]3[CH:9]=[C:10]4[C:5](=[CH:6][CH:7]=3)[N:4]([CH2:13][C:14]3[CH:19]=[CH:18][C:17]([Cl:20])=[CH:16][C:15]=3[C:21]([F:24])([F:22])[F:23])[N:3]=[C:2]4[Cl:1])[C:41](=[O:43])[N:42]=2)[CH2:34][C@@H:33]1[CH2:44][OH:45])=[O:31])([CH3:28])([CH3:27])[CH3:26]. (3) Given the reactants C1(C)C=CC(S(O[CH2:11][CH2:12][CH2:13][CH2:14][CH2:15][CH:16]=[CH:17][CH2:18][CH:19]=[CH:20][CH2:21][CH:22]=[CH:23][CH2:24][CH:25]=[CH:26][CH2:27][CH2:28][CH2:29][C:30]([O:32][CH3:33])=[O:31])(=O)=O)=CC=1.[F-:35].C([N+](CCCC)(CCCC)CCCC)CCC, predict the reaction product. The product is: [F:35][CH2:11][CH2:12][CH2:13][CH2:14][CH2:15]/[CH:16]=[CH:17]\[CH2:18]/[CH:19]=[CH:20]\[CH2:21]/[CH:22]=[CH:23]\[CH2:24]/[CH:25]=[CH:26]\[CH2:27][CH2:28][CH2:29][C:30]([O:32][CH3:33])=[O:31].